Dataset: Forward reaction prediction with 1.9M reactions from USPTO patents (1976-2016). Task: Predict the product of the given reaction. Given the reactants [CH3:1][C:2]([CH3:19])([CH3:18])[CH2:3][CH2:4][C:5]1([C:10]2[CH:17]=[CH:16][C:13]([C:14]#[N:15])=[CH:12][CH:11]=2)[O:9][CH2:8][CH2:7][O:6]1.O, predict the reaction product. The product is: [CH3:1][C:2]([CH3:19])([CH3:18])[CH2:3][CH2:4][C:5]1([C:10]2[CH:11]=[CH:12][C:13]([CH2:14][NH2:15])=[CH:16][CH:17]=2)[O:9][CH2:8][CH2:7][O:6]1.